Dataset: Full USPTO retrosynthesis dataset with 1.9M reactions from patents (1976-2016). Task: Predict the reactants needed to synthesize the given product. (1) Given the product [CH3:12][O:13][C:14]([C:16]1[S:17][CH:18]=[CH:19][C:20]=1[NH:21][C:10]([NH:9][C:1]([C:2]1[CH:7]=[CH:6][CH:5]=[CH:4][CH:3]=1)=[O:8])=[S:11])=[O:15], predict the reactants needed to synthesize it. The reactants are: [C:1]([N:9]=[C:10]=[S:11])(=[O:8])[C:2]1[CH:7]=[CH:6][CH:5]=[CH:4][CH:3]=1.[CH3:12][O:13][C:14]([C:16]1[S:17][CH:18]=[CH:19][C:20]=1[NH2:21])=[O:15]. (2) Given the product [CH2:4]([N:5]1[C:1](=[O:11])[C:23]([CH3:26])=[C:22]([CH3:27])[N:21]=[C:20]1[C@H:28]([N:32]1[CH2:42][CH2:43][N:44]=[C:33]1[C:34]1[CH:35]=[CH:36][C:37]([CH3:40])=[CH:38][CH:39]=1)[CH:29]([CH3:31])[CH3:30])[C:3]1[CH:2]=[CH:10][CH:9]=[CH:8][CH:7]=1, predict the reactants needed to synthesize it. The reactants are: [C:1]1(=[O:11])[NH:5][C:4](=O)[C:3]2=[CH:7][CH:8]=[CH:9][CH:10]=[C:2]12.C(N1C(=O)[C:23]([CH3:26])=[C:22]([CH3:27])[N:21]=[C:20]1[C@H:28]([N:32]([CH2:42][CH2:43][N:44]1C(=O)C2C(=CC=CC=2)C1=O)[C:33](=O)[C:34]1[CH:39]=[CH:38][C:37]([CH3:40])=[CH:36][CH:35]=1)[CH:29]([CH3:31])[CH3:30])C1C=CC=CC=1.O.NN. (3) Given the product [Br:1][C:2]1[CH:9]=[C:8]([NH:11][NH2:12])[CH:7]=[CH:6][C:3]=1[C:4]#[N:5], predict the reactants needed to synthesize it. The reactants are: [Br:1][C:2]1[CH:9]=[C:8](F)[CH:7]=[CH:6][C:3]=1[C:4]#[N:5].[NH2:11][NH2:12].O. (4) Given the product [CH3:1][O:2][C:3]1[CH:8]=[CH:7][CH:6]=[CH:5][C:4]=1[C:9]1[NH:10][CH:11]=[C:12]([CH2:14][O:15][CH:26]([C:27]2[N:31]([CH3:32])[C:30]3[CH:33]=[CH:34][CH:35]=[CH:36][C:29]=3[N:28]=2)[C:3]2[CH:8]=[CH:7][C:41]([CH3:42])=[CH:5][CH:4]=2)[N:13]=1, predict the reactants needed to synthesize it. The reactants are: [CH3:1][O:2][C:3]1[CH:8]=[CH:7][CH:6]=[CH:5][C:4]=1[C:9]1[N:10](C2C=CC(C)=CC=2)[CH:11]=[C:12]([CH2:14][OH:15])[N:13]=1.[H-].[Na+].Cl[CH2:26][C:27]1[N:31]([CH3:32])[C:30]2[CH:33]=[CH:34][CH:35]=[CH:36][C:29]=2[N:28]=1.C(O[CH2:41][CH3:42])(=O)C. (5) The reactants are: [CH2:1]([O:3][C:4](=[O:12])[CH:5](Br)[C:6](=O)[CH2:7][CH2:8][CH3:9])[CH3:2].C(N(CC)CC)C.[NH2:20][C:21]([NH2:23])=[S:22]. Given the product [CH2:1]([O:3][C:4]([C:5]1[S:22][C:21]([NH2:23])=[N:20][C:6]=1[CH2:7][CH2:8][CH3:9])=[O:12])[CH3:2], predict the reactants needed to synthesize it. (6) Given the product [C:23]([O:22][C:20]([N:18]([CH3:19])[C@@H:16]([CH3:17])[C:15]([NH:14][C@@H:10]([CH:11]([CH3:12])[CH3:13])[C:9]([OH:28])=[O:8])=[O:27])=[O:21])([CH3:26])([CH3:25])[CH3:24], predict the reactants needed to synthesize it. The reactants are: C([O:8][C:9](=[O:28])[C@@H:10]([NH:14][C:15](=[O:27])[C@@H:16]([N:18]([C:20]([O:22][C:23]([CH3:26])([CH3:25])[CH3:24])=[O:21])[CH3:19])[CH3:17])[CH:11]([CH3:13])[CH3:12])C1C=CC=CC=1.[OH-].[Li+]. (7) The reactants are: C([C:3]1[C:12]2[C:6]([CH:7]=[CH:8][CH:9]=[CH:10][CH:11]=2)=[C:5](C(O)=O)[C:4]=1[CH2:16][CH3:17])#N.[OH-].[Na+]. Given the product [CH2:16]([C:4]1[CH:3]=[C:12]2[C:6](=[CH:7][CH:8]=[CH:9][CH:10]=[CH:11]2)[CH:5]=1)[CH3:17], predict the reactants needed to synthesize it. (8) The reactants are: [B-](F)(F)(F)F.[B-](F)(F)(F)F.C1[N+]2(CCl)CC[N+]([F:21])(CC2)C1.[Cl:22][C:23]1[CH:24]=[C:25]([F:33])[CH:26]=[C:27]2[C:31]=1[C:30](=[O:32])[CH2:29][CH2:28]2. Given the product [Cl:22][C:23]1[CH:24]=[C:25]([F:33])[CH:26]=[C:27]2[C:31]=1[C:30](=[O:32])[CH:29]([F:21])[CH2:28]2, predict the reactants needed to synthesize it. (9) Given the product [F:17][C:16]([F:19])([F:18])[O:15][C:10]1[CH:11]=[CH:12][CH:13]=[CH:14][C:9]=1[C:5]1[CH:4]=[C:3]([CH:8]=[CH:7][CH:6]=1)[CH:1]=[C:24]1[S:20][C:21](=[O:26])[NH:22][C:23]1=[O:25], predict the reactants needed to synthesize it. The reactants are: [CH:1]([C:3]1[CH:4]=[C:5]([C:9]2[CH:14]=[CH:13][CH:12]=[CH:11][C:10]=2[O:15][C:16]([F:19])([F:18])[F:17])[CH:6]=[CH:7][CH:8]=1)=O.[S:20]1[CH2:24][C:23](=[O:25])[NH:22][C:21]1=[O:26].N1CCCCC1.C(O)(=O)C1C=CC=CC=1. (10) Given the product [Cl:25][C:26]1[CH:35]=[C:34]2[C:29]([CH:30]=[C:31]([CH2:20][Cl:24])[C:32]([CH3:37])=[C:33]2[OH:36])=[CH:28][CH:27]=1, predict the reactants needed to synthesize it. The reactants are: C1(P(C2C=CC=CC=2)C2C=CC=CC=2)C=CC=CC=1.[C:20]([Cl:24])(Cl)(Cl)Cl.[Cl:25][C:26]1[CH:35]=[C:34]2[C:29]([CH:30]=[C:31](CO)[C:32]([CH3:37])=[C:33]2[OH:36])=[CH:28][CH:27]=1.